From a dataset of Peptide-MHC class I binding affinity with 185,985 pairs from IEDB/IMGT. Regression. Given a peptide amino acid sequence and an MHC pseudo amino acid sequence, predict their binding affinity value. This is MHC class I binding data. (1) The peptide sequence is ERLKIRGSA. The MHC is HLA-A31:01 with pseudo-sequence HLA-A31:01. The binding affinity (normalized) is 0. (2) The peptide sequence is YQNEVTPEY. The MHC is HLA-B15:17 with pseudo-sequence HLA-B15:17. The binding affinity (normalized) is 0.289. (3) The MHC is HLA-A68:01 with pseudo-sequence HLA-A68:01. The binding affinity (normalized) is 0.248. The peptide sequence is SSFDYCGMDH. (4) The peptide sequence is EFFTELDGV. The MHC is Patr-A0701 with pseudo-sequence Patr-A0701. The binding affinity (normalized) is 0.700. (5) The peptide sequence is RRQDILDLWIY. The MHC is HLA-A01:01 with pseudo-sequence HLA-A01:01. The binding affinity (normalized) is 0.0638. (6) The peptide sequence is TILDDNLYKV. The MHC is HLA-A02:03 with pseudo-sequence HLA-A02:03. The binding affinity (normalized) is 0.316. (7) The MHC is HLA-A30:02 with pseudo-sequence HLA-A30:02. The binding affinity (normalized) is 0. The peptide sequence is VGFPTHRHI. (8) The peptide sequence is RRVRDNMTK. The MHC is HLA-A11:01 with pseudo-sequence HLA-A11:01. The binding affinity (normalized) is 0.0847. (9) The peptide sequence is KRWIILGLNK. The MHC is HLA-B44:02 with pseudo-sequence HLA-B44:02. The binding affinity (normalized) is 0.0388. (10) The MHC is HLA-B40:01 with pseudo-sequence HLA-B40:01. The peptide sequence is VWAPLILAYFPVF. The binding affinity (normalized) is 0.0170.